This data is from Forward reaction prediction with 1.9M reactions from USPTO patents (1976-2016). The task is: Predict the product of the given reaction. Given the reactants CO[Si](OC)(OC)[C:4]1[CH:9]=[CH:8][C:7]([CH:10]=[CH:11][C:12]2[CH:17]=[CH:16][C:15]([Si](OC)(OC)OC)=[CH:14][CH:13]=2)=[CH:6][CH:5]=1.CO[Si](C1C=CC(C2C=CC([Si](OC)(OC)OC)=CC=2)=CC=1)(OC)OC, predict the reaction product. The product is: [C:7]1([CH:10]=[CH:11][C:12]2[CH:13]=[CH:14][CH:15]=[CH:16][CH:17]=2)[CH:8]=[CH:9][CH:4]=[CH:5][CH:6]=1.